From a dataset of Acute oral toxicity (LD50) regression data from Zhu et al.. Regression/Classification. Given a drug SMILES string, predict its toxicity properties. Task type varies by dataset: regression for continuous values (e.g., LD50, hERG inhibition percentage) or binary classification for toxic/non-toxic outcomes (e.g., AMES mutagenicity, cardiotoxicity, hepatotoxicity). Dataset: ld50_zhu. (1) The molecule is OCC(F)(F)C(F)(F)C(F)(F)F. The rat oral LD50 is 1.74, given as -log10 of the dose in mol/kg body weight (higher means more acutely toxic). (2) The compound is C=CC(=O)OCCCCCCCCCCCCC. The rat oral LD50 is 0.755, given as -log10 of the dose in mol/kg body weight (higher means more acutely toxic). (3) The molecule is CNC(=O)Oc1ccc(C)c(C)c1C. The rat oral LD50 is 2.78, given as -log10 of the dose in mol/kg body weight (higher means more acutely toxic). (4) The molecule is CN(C)P(=S)(c1ccccc1)n1ccnc1. The rat oral LD50 is 2.22, given as -log10 of the dose in mol/kg body weight (higher means more acutely toxic). (5) The rat oral LD50 is 3.35, given as -log10 of the dose in mol/kg body weight (higher means more acutely toxic). The compound is CC1(C)C(C(=O)OCc2coc(Cc3ccccc3)c2)C1(C)C. (6) The molecule is S=P(N1CC1)(N1CC1)N1CC1. The rat oral LD50 is 3.92, given as -log10 of the dose in mol/kg body weight (higher means more acutely toxic). (7) The drug is COc1ccc2c3c1OC1C(O)CCC4C(C2)N(C)CCC341. The rat oral LD50 is 3.10, given as -log10 of the dose in mol/kg body weight (higher means more acutely toxic). (8) The compound is O=C1CN=C(c2ccccn2)c2cc(Br)ccc2N1. The rat oral LD50 is 2.21, given as -log10 of the dose in mol/kg body weight (higher means more acutely toxic). (9) The compound is CC(=O)C1CCC2C3CCC4CC(O)CCC4(C)C3C(=O)CC12C. The rat oral LD50 is 3.05, given as -log10 of the dose in mol/kg body weight (higher means more acutely toxic).